From a dataset of Forward reaction prediction with 1.9M reactions from USPTO patents (1976-2016). Predict the product of the given reaction. Given the reactants S(Cl)(Cl)=O.[Br:5][C:6]1[CH:14]=[C:13]([Cl:15])[CH:12]=[CH:11][C:7]=1[C:8]([OH:10])=[O:9].[CH3:16]O, predict the reaction product. The product is: [CH3:16][O:9][C:8](=[O:10])[C:7]1[CH:11]=[CH:12][C:13]([Cl:15])=[CH:14][C:6]=1[Br:5].